From a dataset of Reaction yield outcomes from USPTO patents with 853,638 reactions. Predict the reaction yield, written as a fraction of the theoretical maximum amount of product (1.0 means a 100% yield; for example, 0.34 means a 34% yield). (1) The reactants are [C:1]12([NH:11][CH2:12][C:13]3[CH:14]=[C:15](/[CH:19]=[CH:20]/[C:21]([O-:23])=[O:22])[N:16]([CH3:18])[CH:17]=3)[CH2:10][CH:5]3[CH2:6][CH:7]([CH2:9][CH:3]([CH2:4]3)[CH2:2]1)[CH2:8]2.[OH-].[K+].Cl. The catalyst is CO.O. The product is [C:1]12([NH:11][CH2:12][C:13]3[CH:14]=[C:15](/[CH:19]=[CH:20]/[C:21]([OH:23])=[O:22])[N:16]([CH3:18])[CH:17]=3)[CH2:2][CH:3]3[CH2:4][CH:5]([CH2:6][CH:7]([CH2:9]3)[CH2:8]1)[CH2:10]2. The yield is 0.340. (2) The catalyst is C(Cl)Cl.CO. The yield is 0.840. The product is [CH3:1][O:2][C:3](=[O:40])[CH2:4][CH2:5][C:6]1[CH:11]=[CH:10][C:9]([C:12]([CH2:13][CH3:14])([C:15]2[CH:20]=[CH:19][C:18]([C:21]#[C:22][C:23]([O:32][CH2:33][O:34][CH3:35])([C:28]([F:29])([F:31])[F:30])[C:24]([F:25])([F:26])[F:27])=[C:17]([CH3:36])[CH:16]=2)[CH2:37][CH3:38])=[CH:8][C:7]=1[CH3:39]. The reactants are [CH3:1][O:2][C:3](=[O:40])/[CH:4]=[CH:5]/[C:6]1[CH:11]=[CH:10][C:9]([C:12]([CH2:37][CH3:38])([C:15]2[CH:20]=[CH:19][C:18]([C:21]#[C:22][C:23]([O:32][CH2:33][O:34][CH3:35])([C:28]([F:31])([F:30])[F:29])[C:24]([F:27])([F:26])[F:25])=[C:17]([CH3:36])[CH:16]=2)[CH2:13][CH3:14])=[CH:8][C:7]=1[CH3:39].[BH4-].[Na+].[NH4+].[Cl-]. (3) The reactants are [CH3:1][CH:2]([CH2:6][C:7](=O)[C:8]1[CH:13]=[CH:12][CH:11]=[CH:10][CH:9]=1)[C:3](O)=[O:4].O.[NH2:16][NH2:17]. The catalyst is C(O)C. The product is [CH3:1][CH:2]1[CH2:6][C:7]([C:8]2[CH:13]=[CH:12][CH:11]=[CH:10][CH:9]=2)=[N:17][NH:16][C:3]1=[O:4]. The yield is 0.961.